This data is from Catalyst prediction with 721,799 reactions and 888 catalyst types from USPTO. The task is: Predict which catalyst facilitates the given reaction. Product: [C:1]([NH:8][CH2:9][CH2:10][S:28][CH2:21][C:22]1[CH:27]=[CH:26][CH:25]=[CH:24][CH:23]=1)([O:3][C:4]([CH3:7])([CH3:6])[CH3:5])=[O:2]. Reactant: [C:1]([NH:8][CH2:9][CH2:10]S(C1C=CC(C)=CC=1)(=O)=O)([O:3][C:4]([CH3:7])([CH3:6])[CH3:5])=[O:2].[CH2:21]([SH:28])[C:22]1[CH:27]=[CH:26][CH:25]=[CH:24][CH:23]=1.C([O-])([O-])=O.[Cs+].[Cs+]. The catalyst class is: 3.